Task: Predict which catalyst facilitates the given reaction.. Dataset: Catalyst prediction with 721,799 reactions and 888 catalyst types from USPTO (1) Reactant: [NH2:1][C:2]([NH:4][C:5]1[S:6][C:7](Br)=[CH:8][C:9]=1[C:10]([NH2:12])=[O:11])=[O:3].C(=O)(O)[O-].[Na+].[CH:19]([C:21]1[CH:26]=[CH:25][C:24](B(O)O)=[CH:23][CH:22]=1)=[O:20]. Product: [NH2:1][C:2]([NH:4][C:5]1[S:6][C:7]([C:24]2[CH:25]=[CH:26][C:21]([CH:19]=[O:20])=[CH:22][CH:23]=2)=[CH:8][C:9]=1[C:10]([NH2:12])=[O:11])=[O:3]. The catalyst class is: 57. (2) Reactant: Br[C:2]1[CH:7]=[C:6]([F:8])[CH:5]=[CH:4][C:3]=1[NH:9][C:10](=[O:12])[CH3:11].[CH:13]1(B(O)O)[CH2:15][CH2:14]1.C1(P(C2CCCCC2)C2CCCCC2)CCCCC1.P([O-])([O-])([O-])=O.[K+].[K+].[K+]. Product: [CH:13]1([C:2]2[CH:7]=[C:6]([F:8])[CH:5]=[CH:4][C:3]=2[NH:9][C:10](=[O:12])[CH3:11])[CH2:15][CH2:14]1. The catalyst class is: 226. (3) Reactant: [C:1]([O:5][C:6](=[O:27])[NH:7][C:8]1[C@:9]([CH3:26])([C:22]([F:25])([F:24])[F:23])[O:10][CH2:11][C@:12]([C:15]2[CH:20]=[CH:19][CH:18]=[C:17]([NH2:21])[N:16]=2)([CH3:14])[N:13]=1)([CH3:4])([CH3:3])[CH3:2].[NH2:28][C:29]1[C:30]([C:37](O)=[O:38])=[N:31][CH:32]=[C:33]([C:35]#[N:36])[CH:34]=1.C1C=NC2N(O)N=NC=2C=1.CCN=C=NCCCN(C)C.Cl. Product: [C:1]([O:5][C:6](=[O:27])[NH:7][C:8]1[C@:9]([CH3:26])([C:22]([F:25])([F:24])[F:23])[O:10][CH2:11][C@:12]([C:15]2[CH:20]=[CH:19][CH:18]=[C:17]([NH:21][C:37]([C:30]3[C:29]([NH2:28])=[CH:34][C:33]([C:35]#[N:36])=[CH:32][N:31]=3)=[O:38])[N:16]=2)([CH3:14])[N:13]=1)([CH3:2])([CH3:3])[CH3:4]. The catalyst class is: 31.